From a dataset of Reaction yield outcomes from USPTO patents with 853,638 reactions. Predict the reaction yield, written as a fraction of the theoretical maximum amount of product (1.0 means a 100% yield; for example, 0.34 means a 34% yield). (1) The reactants are [NH:1]1[CH:5]=[C:4]([C:6]2[C:7]3[CH:14]=[CH:13][N:12]([CH2:15][O:16][CH2:17][CH2:18][Si:19]([CH3:22])([CH3:21])[CH3:20])[C:8]=3[N:9]=[CH:10][N:11]=2)[CH:3]=[N:2]1.C(#N)C.C1CCN2C(=NCCC2)CC1.[C:37]([O:46][CH3:47])(=[O:45])/[CH:38]=[CH:39]/[CH2:40][C:41]([O:43][CH3:44])=[O:42]. The catalyst is C(OCC)(=O)C. The product is [CH3:20][Si:19]([CH3:22])([CH3:21])[CH2:18][CH2:17][O:16][CH2:15][N:12]1[C:8]2[N:9]=[CH:10][N:11]=[C:6]([C:4]3[CH:5]=[N:1][N:2]([CH:39]([CH2:40][C:41]([O:43][CH3:44])=[O:42])[CH2:38][C:37]([O:46][CH3:47])=[O:45])[CH:3]=3)[C:7]=2[CH:14]=[CH:13]1. The yield is 0.640. (2) The catalyst is C(#N)C. The product is [CH3:24][O:23][C:21]([CH2:20][N:14]1[C:12](=[O:13])[C@@H:9]2[C@@H:8]([C@H:7]3[O:11][C@H:10]2[C@H:4]2[O:3][C:2]([CH3:1])([O:17][CH3:18])[O:6][C@H:5]32)[C:15]1=[O:16])=[O:22]. The reactants are [CH3:1][C:2]1([O:17][CH3:18])[O:6][C@@H:5]2[C@@H:7]3[O:11][C@@H:10]([C@H:4]2[O:3]1)[C@H:9]1[C:12]([NH:14][C:15](=[O:16])[C@@H:8]31)=[O:13].Br[CH2:20][C:21]([O:23][CH3:24])=[O:22].C1CCN2C(=NCCC2)CC1. The yield is 0.970. (3) The reactants are [N:1]12[CH2:8][CH2:7][C:4]([C:9]([C:17]3[CH:22]=[CH:21][CH:20]=[CH:19][CH:18]=3)([C:11]3[CH:16]=[CH:15][CH:14]=[CH:13][CH:12]=3)[OH:10])([CH2:5][CH2:6]1)[CH2:3][CH2:2]2.[O:23]1[C:27]2[CH:28]=[CH:29][CH:30]=[CH:31][C:26]=2[CH:25]=[C:24]1[C:32](=[O:35])[CH2:33][Br:34].CC#N. The catalyst is C(Cl)(Cl)Cl.CS(C)=O. The product is [Br-:34].[O:23]1[C:27]2[CH:28]=[CH:29][CH:30]=[CH:31][C:26]=2[CH:25]=[C:24]1[C:32](=[O:35])[CH2:33][N+:1]12[CH2:6][CH2:5][C:4]([C:9]([OH:10])([C:17]3[CH:22]=[CH:21][CH:20]=[CH:19][CH:18]=3)[C:11]3[CH:12]=[CH:13][CH:14]=[CH:15][CH:16]=3)([CH2:3][CH2:2]1)[CH2:7][CH2:8]2. The yield is 0.574. (4) The reactants are [Br:1][C:2]1[CH:7]=[C:6]([NH:8][CH2:9][C:10]2[CH:15]=[CH:14][CH:13]=[CH:12][C:11]=2[O:16][CH:17]([F:19])[F:18])[C:5]([NH2:20])=[CH:4][CH:3]=1.CCN(C(C)C)C(C)C.[CH3:30][O:31][CH2:32][C:33](O)=O.CN(C(ON1N=NC2C=CC=NC1=2)=[N+](C)C)C.F[P-](F)(F)(F)(F)F. The catalyst is C(Cl)Cl.C(O)(=O)C. The product is [Br:1][C:2]1[CH:3]=[CH:4][C:5]2[N:20]=[C:33]([CH2:32][O:31][CH3:30])[N:8]([CH2:9][C:10]3[CH:15]=[CH:14][CH:13]=[CH:12][C:11]=3[O:16][CH:17]([F:19])[F:18])[C:6]=2[CH:7]=1. The yield is 0.650.